From a dataset of Catalyst prediction with 721,799 reactions and 888 catalyst types from USPTO. Predict which catalyst facilitates the given reaction. (1) Reactant: C([N:8]1[CH2:20][C@@H:19]2[C@H:10]([C:11](=[O:24])[N:12]3[CH2:23][CH2:22][CH2:21][C:14]4[CH:15]=[CH:16][CH:17]=[C:18]2[C:13]3=4)[CH2:9]1)C1C=CC=CC=1.[Cl:25]C(OC(Cl)C)=O.C(=O)([O-])[O-].[Na+].[Na+].Cl.CCOCC. Product: [ClH:25].[CH:17]1[CH:16]=[CH:15][C:14]2[CH2:21][CH2:22][CH2:23][N:12]3[C:13]=2[C:18]=1[C@@H:19]1[CH2:20][NH:8][CH2:9][C@H:10]1[C:11]3=[O:24]. The catalyst class is: 648. (2) Product: [Br:12][C:9]1[CH:10]=[CH:11][C:6]([CH:3]([NH:2][C:15](=[O:16])[CH:14]([F:13])[CH2:18][C:19]2[CH:24]=[CH:23][C:22]([O:25][CH2:26][C:27]#[CH:28])=[C:21]([O:29][CH3:30])[CH:20]=2)[C:4]#[N:5])=[CH:7][CH:8]=1. Reactant: Cl.[NH2:2][CH:3]([C:6]1[CH:11]=[CH:10][C:9]([Br:12])=[CH:8][CH:7]=1)[C:4]#[N:5].[F:13][CH:14]([CH2:18][C:19]1[CH:24]=[CH:23][C:22]([O:25][CH2:26][C:27]#[CH:28])=[C:21]([O:29][CH3:30])[CH:20]=1)[C:15](O)=[O:16].CCN=C=NCCCN(C)C.CN(C)C=O. The catalyst class is: 803. (3) Reactant: [CH:1]1([CH2:7][C@@H:8]([C:20]([OH:22])=O)[NH:9][C:10]([O:12][CH2:13][C:14]2[CH:19]=[CH:18][CH:17]=[CH:16][CH:15]=2)=[O:11])[CH2:6][CH2:5][CH2:4][CH2:3][CH2:2]1.[NH2:23][CH2:24][CH2:25][CH2:26][NH:27][C:28](=[O:34])[O:29][C:30]([CH3:33])([CH3:32])[CH3:31].[CH:35]1C=C2C(N(O)N=NC2=CC=1)=O.CN1CCOCC1.CCN=C=NCCCN(C)C.Cl. Product: [C:14]1([CH2:13][O:12][C:10](=[O:11])[NH:9][C@@H:8]([CH2:7][CH:1]2[CH2:2][CH2:3][CH2:4][CH2:5][CH2:6]2)[C:20]([NH:23][CH2:24][CH2:25][CH2:26][N:27]([C:28]([O:29][C:30]([CH3:31])([CH3:33])[CH3:32])=[O:34])[CH3:35])=[O:22])[CH:15]=[CH:16][CH:17]=[CH:18][CH:19]=1. The catalyst class is: 4. (4) Reactant: C[Si](C)(C)N[Si](C)(C)C.[Li].C(O[C:14](=[O:25])[C:15]1[CH:20]=[C:19]([O:21][CH3:22])[CH:18]=[C:17]([O:23][CH3:24])[CH:16]=1)C.[CH3:26][C:27]([C:29]1[CH:30]=[CH:31][C:32]([OH:36])=[CH:33][C:34]=1[OH:35])=[O:28]. Product: [CH3:22][O:21][C:19]1[CH:20]=[C:15]([C:14](=[O:25])[CH2:26][C:27]([C:29]2[CH:30]=[CH:31][C:32]([OH:36])=[CH:33][C:34]=2[OH:35])=[O:28])[CH:16]=[C:17]([O:23][CH3:24])[CH:18]=1. The catalyst class is: 7. (5) Reactant: C(OC(=O)[NH:7][CH:8]1[CH2:13][CH2:12][CH:11]([NH:14][C:15]2[N:20]=[C:19]3[NH:21][N:22]=[C:23]([C:24]4[CH:29]=[CH:28][N:27]=[C:26]([NH:30][CH:31]([C:41]5[CH:46]=[CH:45][CH:44]=[C:43]([Cl:47])[CH:42]=5)[CH2:32][NH:33]C(OC(C)(C)C)=O)[N:25]=4)[C:18]3=[CH:17][N:16]=2)[CH2:10][CH2:9]1)(C)(C)C. Product: [NH2:33][CH2:32][CH:31]([NH:30][C:26]1[N:25]=[C:24]([C:23]2[C:18]3[C:19](=[N:20][C:15]([NH:14][CH:11]4[CH2:12][CH2:13][CH:8]([NH2:7])[CH2:9][CH2:10]4)=[N:16][CH:17]=3)[NH:21][N:22]=2)[CH:29]=[CH:28][N:27]=1)[C:41]1[CH:46]=[CH:45][CH:44]=[C:43]([Cl:47])[CH:42]=1. The catalyst class is: 240. (6) Product: [CH3:32][C:29]([O:28][C:27]([NH:26][CH:23]1[CH2:22][CH2:21][N:20]([CH2:17][CH:12]([C:11]2[C:2]([F:1])=[CH:3][CH:4]=[C:5]3[C:10]=2[N:9]=[C:8]([O:18][CH3:19])[CH:7]=[CH:6]3)[C:13]([O:15][CH3:16])=[O:14])[CH2:25][CH2:24]1)=[O:33])([CH3:30])[CH3:31]. The catalyst class is: 3. Reactant: [F:1][C:2]1[C:11]([C:12](=[CH2:17])[C:13]([O:15][CH3:16])=[O:14])=[C:10]2[C:5]([CH:6]=[CH:7][C:8]([O:18][CH3:19])=[N:9]2)=[CH:4][CH:3]=1.[NH:20]1[CH2:25][CH2:24][CH:23]([NH:26][C:27](=[O:33])[O:28][C:29]([CH3:32])([CH3:31])[CH3:30])[CH2:22][CH2:21]1.CN(C)C(=N)N(C)C. (7) Reactant: [F:1][C:2]1[C:7]([O:8][CH3:9])=[CH:6][C:5]([O:10][CH3:11])=[C:4]([F:12])[C:3]=1[N:13]1[CH2:18][C:17]2[CH:19]=[N:20][C:21]3[N:25]([S:26]([C:29]4[CH:34]=[CH:33][CH:32]=[CH:31][CH:30]=4)(=[O:28])=[O:27])[C:24]([CH:35]=O)=[CH:23][C:22]=3[C:16]=2[N:15]([CH3:37])[C:14]1=[O:38].[NH:39]1[CH2:44][CH2:43][O:42][CH2:41][CH2:40]1.C(O)(=O)C.C(O[BH-](OC(=O)C)OC(=O)C)(=O)C.[Na+]. Product: [F:1][C:2]1[C:7]([O:8][CH3:9])=[CH:6][C:5]([O:10][CH3:11])=[C:4]([F:12])[C:3]=1[N:13]1[CH2:18][C:17]2[CH:19]=[N:20][C:21]3[N:25]([S:26]([C:29]4[CH:30]=[CH:31][CH:32]=[CH:33][CH:34]=4)(=[O:27])=[O:28])[C:24]([CH2:35][N:39]4[CH2:44][CH2:43][O:42][CH2:41][CH2:40]4)=[CH:23][C:22]=3[C:16]=2[N:15]([CH3:37])[C:14]1=[O:38]. The catalyst class is: 2. (8) Reactant: C(O[C:4](=O)[C:5]([C:10]1[CH:15]=[CH:14][C:13]([N+:16]([O-:18])=[O:17])=[C:12]([NH2:19])[C:11]=1[C:20]#[N:21])(C)[C:6](=O)[CH3:7])C.C(O)(=[O:25])C.OS(O)(=O)=O. Product: [NH2:19][C:12]1[C:13]([N+:16]([O-:18])=[O:17])=[CH:14][CH:15]=[C:10]2[C:11]=1[C:20](=[O:25])[NH:21][C:6]([CH3:7])=[C:5]2[CH3:4]. The catalyst class is: 6. (9) Reactant: C(OC([N:8]1[CH2:15][CH:14]2[N:16]([C:17](=[O:31])/[CH:18]=[CH:19]/[C:20]3[CH:25]=[CH:24][C:23]([Cl:26])=[CH:22][C:21]=3[NH:27][C:28]([NH2:30])=[O:29])[CH:10]([CH2:11][N:12]([CH2:32][C:33]3[CH:38]=[CH:37][C:36]([F:39])=[CH:35][CH:34]=3)[CH2:13]2)[CH2:9]1)=O)(C)(C)C. Product: [ClH:26].[Cl:26][C:23]1[CH:24]=[CH:25][C:20](/[CH:19]=[CH:18]/[C:17]([N:16]2[CH:10]3[CH2:9][NH:8][CH2:15][CH:14]2[CH2:13][N:12]([CH2:32][C:33]2[CH:34]=[CH:35][C:36]([F:39])=[CH:37][CH:38]=2)[CH2:11]3)=[O:31])=[C:21]([NH:27][C:28]([NH2:30])=[O:29])[CH:22]=1. The catalyst class is: 14. (10) Reactant: [CH3:1][O:2][C:3]1[CH:8]=[C:7]([CH3:9])[C:6]([S:10]([N:13]([CH2:15][C:16]2[O:20][CH:19]=[C:18]([C:21]([OH:23])=O)[CH:17]=2)[CH3:14])(=[O:12])=[O:11])=[C:5]([CH3:24])[CH:4]=1.CCN=C=NCCCN(C)C.C1C=CC2N(O)N=NC=2C=1.[N:46]1([CH2:51][C:52]2[CH:57]=[CH:56][C:55]([CH2:58][CH2:59][NH2:60])=[CH:54][CH:53]=2)[CH2:50][CH2:49][CH2:48][CH2:47]1. Product: [CH3:1][O:2][C:3]1[CH:8]=[C:7]([CH3:9])[C:6]([S:10]([N:13]([CH2:15][C:16]2[O:20][CH:19]=[C:18]([C:21]([NH:60][CH2:59][CH2:58][C:55]3[CH:56]=[CH:57][C:52]([CH2:51][N:46]4[CH2:50][CH2:49][CH2:48][CH2:47]4)=[CH:53][CH:54]=3)=[O:23])[CH:17]=2)[CH3:14])(=[O:11])=[O:12])=[C:5]([CH3:24])[CH:4]=1. The catalyst class is: 3.